The task is: Predict the reactants needed to synthesize the given product.. This data is from Full USPTO retrosynthesis dataset with 1.9M reactions from patents (1976-2016). (1) Given the product [F:21][C:22]1[CH:23]=[C:24](/[CH:25]=[CH:26]/[C:27]([N:48]2[CH2:49][CH2:50][C:51](=[O:52])[N:45]([CH2:44][CH2:43][CH2:42][N:36]3[CH2:37][CH2:38][CH2:39][CH2:40][CH2:41]3)[CH2:46][CH2:47]2)=[O:29])[CH:30]=[CH:31][C:32]=1[F:33], predict the reactants needed to synthesize it. The reactants are: ClC1C=C(/C=C/C(N2CCC(=O)NCC2)=O)C=CC=1Cl.[F:21][C:22]1[CH:23]=[C:24]([CH:30]=[CH:31][C:32]=1[F:33])/[CH:25]=[CH:26]/[C:27]([OH:29])=O.Cl.Cl.[N:36]1([CH2:42][CH2:43][CH2:44][N:45]2[C:51](=[O:52])[CH2:50][CH2:49][NH:48][CH2:47][CH2:46]2)[CH2:41][CH2:40][CH2:39][CH2:38][CH2:37]1. (2) Given the product [C:18]1([CH2:24][S:25]([N:1]2[CH2:5][CH2:4][CH2:3][C@H:2]2[C:6]([O:8][CH2:9][CH2:10][CH2:11][C:12]2[CH:13]=[N:14][CH:15]=[CH:16][CH:17]=2)=[O:7])(=[O:27])=[O:26])[CH:23]=[CH:22][CH:21]=[CH:20][CH:19]=1, predict the reactants needed to synthesize it. The reactants are: [NH:1]1[CH2:5][CH2:4][CH2:3][CH:2]1[C:6]([O:8][CH2:9][CH2:10][CH2:11][C:12]1[CH:13]=[N:14][CH:15]=[CH:16][CH:17]=1)=[O:7].[C:18]1([CH2:24][S:25](Cl)(=[O:27])=[O:26])[CH:23]=[CH:22][CH:21]=[CH:20][CH:19]=1.C(N(CC)CC)C.